This data is from Forward reaction prediction with 1.9M reactions from USPTO patents (1976-2016). The task is: Predict the product of the given reaction. (1) The product is: [ClH:57].[O:24]1[C:33]2[CH:32]=[C:31]([CH2:34][NH:1][CH2:2][C@@H:3]3[C@H:7]([OH:8])[CH2:6][N:5]([CH2:9][CH2:10][N:11]4[C:20]5[C:15](=[CH:16][CH:17]=[C:18]([O:21][CH3:22])[CH:19]=5)[CH:14]=[CH:13][C:12]4=[O:23])[CH2:4]3)[N:30]=[CH:29][C:28]=2[O:27][CH2:26][CH2:25]1. Given the reactants [NH2:1][CH2:2][C@@H:3]1[C@H:7]([OH:8])[CH2:6][N:5]([CH2:9][CH2:10][N:11]2[C:20]3[C:15](=[CH:16][CH:17]=[C:18]([O:21][CH3:22])[CH:19]=3)[CH:14]=[CH:13][C:12]2=[O:23])[CH2:4]1.[O:24]1[C:33]2[CH:32]=[C:31]([CH:34]=O)[N:30]=[CH:29][C:28]=2[O:27][CH2:26][CH2:25]1.C(=O)([O-])[O-].[Na+].[Na+].C(O[BH-](OC(=O)C)OC(=O)C)(=O)C.[Na+].C(Cl)[Cl:57], predict the reaction product. (2) Given the reactants [C:1]1(=[O:7])[O:6][C:4](=[O:5])[CH2:3][CH2:2]1.[C:8]([OH:16])(=[O:15])[C:9]1[CH:14]=[CH:13][CH:12]=[CH:11][CH:10]=1, predict the reaction product. The product is: [C:8]([OH:16])(=[O:15])[C:9]1[CH:14]=[CH:13][CH:12]=[CH:11][CH:10]=1.[C:1]([OH:6])(=[O:7])[CH2:2][CH2:3][C:4]([OH:15])=[O:5].